The task is: Predict which catalyst facilitates the given reaction.. This data is from Catalyst prediction with 721,799 reactions and 888 catalyst types from USPTO. (1) Reactant: [N:1]1[C:10]2[NH:9][CH2:8][CH2:7][CH2:6][C:5]=2[CH:4]=[C:3]([C:11]2[CH:12]=[C:13]([C:17]([OH:20])([CH3:19])[CH3:18])[CH:14]=[N:15][CH:16]=2)[CH:2]=1.[C:21]([N:29]=C=O)(=[O:28])C1C=CC=CC=1.C([O-])([O-])=O.[K+].[K+]. Product: [OH:20][C:17]([C:13]1[CH:12]=[C:11]([C:3]2[CH:4]=[C:5]3[C:10](=[N:1][CH:2]=2)[N:9]([C:21]([NH2:29])=[O:28])[CH2:8][CH2:7][CH2:6]3)[CH:16]=[N:15][CH:14]=1)([CH3:18])[CH3:19]. The catalyst class is: 2. (2) Reactant: FC(F)(F)C(O)=O.C(NC1NC2C(N=C(OC)N=2)=C(N)N=1)CCC.C(=O)([O-])[O-].[K+].[K+].N1CCCCCC1.C(N(CC)CC)C.[CH2:45]([NH:49][C:50]1[N:58]=[C:57]2[C:53]([N:54]=[C:55]([O:71]C)[N:56]2[CH2:59][CH2:60][CH2:61][CH2:62][CH2:63][N:64]2[CH2:70][CH2:69][CH2:68][CH2:67][CH2:66][CH2:65]2)=[C:52]([NH2:73])[N:51]=1)[CH2:46][CH2:47][CH3:48]. Product: [NH2:73][C:52]1[N:51]=[C:50]([NH:49][CH2:45][CH2:46][CH2:47][CH3:48])[N:58]=[C:57]2[C:53]=1[NH:54][C:55](=[O:71])[N:56]2[CH2:59][CH2:60][CH2:61][CH2:62][CH2:63][N:64]1[CH2:65][CH2:66][CH2:67][CH2:68][CH2:69][CH2:70]1. The catalyst class is: 3.